This data is from CYP2D6 inhibition data for predicting drug metabolism from PubChem BioAssay. The task is: Regression/Classification. Given a drug SMILES string, predict its absorption, distribution, metabolism, or excretion properties. Task type varies by dataset: regression for continuous measurements (e.g., permeability, clearance, half-life) or binary classification for categorical outcomes (e.g., BBB penetration, CYP inhibition). Dataset: cyp2d6_veith. (1) The drug is CCc1cc(Cl)c(OC)c(C(=O)NC[C@H]2CCN(CC)C2)c1O. The result is 1 (inhibitor). (2) The molecule is C/C(=N\N1CCN(C2c3ccccc3-c3ccccc32)CC1)c1cccnc1. The result is 1 (inhibitor). (3) The molecule is COc1ncc2nc(-c3ccc(F)cc3)c(=O)n(-c3ccccc3)c2n1. The result is 0 (non-inhibitor). (4) The molecule is Cc1ccc(-n2ccc(=O)c(-c3ccnc(SCc4cccc(Cl)c4)n3)n2)cc1. The result is 0 (non-inhibitor). (5) The molecule is NC(=O)c1ncn([C@@H]2O[C@@H](CO)[C@@H](O)[C@H]2O)c1O. The result is 0 (non-inhibitor).